This data is from Forward reaction prediction with 1.9M reactions from USPTO patents (1976-2016). The task is: Predict the product of the given reaction. (1) Given the reactants [Br:1][C:2]1[CH:7]=[CH:6][C:5]([C:8](=[O:16])[CH2:9][C:10]2[CH:15]=[CH:14][N:13]=[CH:12][CH:11]=2)=[CH:4][CH:3]=1.CO[CH:19](OC)[N:20]([CH3:22])[CH3:21], predict the reaction product. The product is: [Br:1][C:2]1[CH:7]=[CH:6][C:5]([C:8](=[O:16])/[C:9](/[C:10]2[CH:15]=[CH:14][N:13]=[CH:12][CH:11]=2)=[CH:19]/[N:20]([CH3:22])[CH3:21])=[CH:4][CH:3]=1. (2) Given the reactants [CH3:1][N:2]1[C:6]([S:7][CH3:8])=[CH:5][C:4]([CH:9]([CH2:13][CH:14]2[CH2:19][CH2:18][O:17][CH2:16][CH2:15]2)[C:10]([OH:12])=O)=[N:3]1.Cl.[CH3:21][O:22][NH:23][CH3:24].N1(O)C2C=CC=CC=2N=N1.Cl.CN(C)CCCN=C=NCC.C(O)(=O)CC(CC(O)=O)(C(O)=O)O, predict the reaction product. The product is: [CH3:21][O:22][N:23]([CH3:24])[C:10](=[O:12])[CH:9]([C:4]1[CH:5]=[C:6]([S:7][CH3:8])[N:2]([CH3:1])[N:3]=1)[CH2:13][CH:14]1[CH2:19][CH2:18][O:17][CH2:16][CH2:15]1.